Dataset: Full USPTO retrosynthesis dataset with 1.9M reactions from patents (1976-2016). Task: Predict the reactants needed to synthesize the given product. (1) Given the product [CH3:1][S:2]([O:53][CH2:52][CH2:51][C:48]1[N:49]=[N:50][N:46]([CH2:45][C:44]2[CH:54]=[CH:55][C:41]([O:40][CH3:39])=[CH:42][CH:43]=2)[N:47]=1)(=[O:4])=[O:3], predict the reactants needed to synthesize it. The reactants are: [CH3:1][S:2](OCC1C=CN(CC[C@H]2O[C@H](C3C=CC=C(OC)C=3OC)C3C=C(Cl)C=CC=3N3C=CC=C23)N=1)(=[O:4])=[O:3].[CH3:39][O:40][C:41]1[CH:55]=[CH:54][C:44]([CH2:45][N:46]2[N:50]=[N:49][C:48]([CH2:51][CH2:52][OH:53])=[N:47]2)=[CH:43][CH:42]=1.CS(Cl)(=O)=O. (2) Given the product [CH3:1][Si:2]([CH3:4])([CH3:3])[O:13][C@H:9]1[CH2:8][CH2:7][NH:6][C:10]1=[O:11], predict the reactants needed to synthesize it. The reactants are: [CH3:1][Si:2](Cl)([CH3:4])[CH3:3].[NH2:6][CH2:7][CH2:8][C@H:9]([OH:13])[C:10](O)=[O:11].C[Si](C)(C)N[Si](C)(C)C. (3) Given the product [C:1]([O:5][C:6]([N:8]1[C@@H:12]([CH2:13][CH2:14][C:15]2[CH:16]=[CH:17][C:18]([NH:21][C:25]3[CH:30]=[CH:29][C:28]([C:31]([F:34])([F:33])[F:32])=[CH:27][N:26]=3)=[CH:19][CH:20]=2)[CH2:11][O:10][C:9]1([CH3:23])[CH3:22])=[O:7])([CH3:4])([CH3:2])[CH3:3], predict the reactants needed to synthesize it. The reactants are: [C:1]([O:5][C:6]([N:8]1[C@@H:12]([CH2:13][CH2:14][C:15]2[CH:20]=[CH:19][C:18]([NH2:21])=[CH:17][CH:16]=2)[CH2:11][O:10][C:9]1([CH3:23])[CH3:22])=[O:7])([CH3:4])([CH3:3])[CH3:2].Cl[C:25]1[CH:30]=[CH:29][C:28]([C:31]([F:34])([F:33])[F:32])=[CH:27][N:26]=1.C(=O)([O-])[O-].[K+].[K+].